Dataset: Full USPTO retrosynthesis dataset with 1.9M reactions from patents (1976-2016). Task: Predict the reactants needed to synthesize the given product. (1) Given the product [CH:26]1([NH:29][C:16]([NH:9][C:7](=[O:8])[C:6]2[CH:10]=[CH:11][C:12]([F:13])=[C:4]([O:3][CH:2]([F:1])[F:15])[C:5]=2[F:14])=[O:20])[CH2:28][CH2:27]1, predict the reactants needed to synthesize it. The reactants are: [F:1][CH:2]([F:15])[O:3][C:4]1[C:5]([F:14])=[C:6]([CH:10]=[CH:11][C:12]=1[F:13])[C:7]([NH2:9])=[O:8].[C:16](Cl)(=[O:20])C(Cl)=O.ClCCCl.[CH:26]1([NH2:29])[CH2:28][CH2:27]1. (2) Given the product [ClH:35].[S:1]1[CH:5]=[CH:4][C:3]2[C:6]([N:10]3[CH2:11][CH2:12][N:13]([CH2:16][CH2:17][CH2:18][CH2:19][O:20][C:21]4[CH:30]=[C:29]5[C:24]([CH:25]=[CH:26][C:27](=[O:31])[NH:28]5)=[CH:23][CH:22]=4)[CH2:14][CH2:15]3)=[CH:7][CH:8]=[CH:9][C:2]1=2, predict the reactants needed to synthesize it. The reactants are: [S:1]1[CH:5]=[CH:4][C:3]2[C:6]([N:10]3[CH2:15][CH2:14][N:13]([CH2:16][CH2:17][CH2:18][CH2:19][O:20][C:21]4[CH:30]=[C:29]5[C:24]([CH:25]=[CH:26][C:27](=[O:31])[NH:28]5)=[CH:23][CH:22]=4)[CH2:12][CH2:11]3)=[CH:7][CH:8]=[CH:9][C:2]1=2.C(O)C.[ClH:35]. (3) The reactants are: Br[C:2]1[C:7]([CH3:8])=[CH:6][C:5]([Br:9])=[CH:4][N:3]=1.[Li]CCCC.CN([CH:18]=[O:19])C. Given the product [Br:9][C:5]1[CH:6]=[C:7]([CH3:8])[C:2]([CH:18]=[O:19])=[N:3][CH:4]=1, predict the reactants needed to synthesize it. (4) Given the product [CH3:12][O:11][C:8]1[CH:7]=[C:6]([C:13]2[CH:14]=[CH:15][C:16]([C:19]([F:22])([F:21])[F:20])=[CH:17][CH:18]=2)[C:5]([C:3]([OH:4])=[O:2])=[CH:10][CH:9]=1, predict the reactants needed to synthesize it. The reactants are: C[O:2][C:3]([C:5]1[C:6]([C:13]2[CH:18]=[CH:17][C:16]([C:19]([F:22])([F:21])[F:20])=[CH:15][CH:14]=2)=[CH:7][C:8]([O:11][CH3:12])=[CH:9][CH:10]=1)=[O:4].[OH-].[Na+]. (5) The reactants are: Br[C:2]1[CH:3]=[CH:4][C:5]([C:10]([N:12]2[CH2:17][CH2:16][N:15]([C:18]3[C:23]([CH3:24])=[CH:22][C:21]([CH3:25])=[CH:20][N:19]=3)[CH2:14][CH2:13]2)=[O:11])=[C:6]([CH:9]=1)[C:7]#[N:8].[CH3:26][CH:27]1[NH:31][C:30](=[O:32])[CH2:29][CH2:28]1. Given the product [CH3:24][C:23]1[C:18]([N:15]2[CH2:16][CH2:17][N:12]([C:10]([C:5]3[CH:4]=[CH:3][C:2]([N:31]4[C:30](=[O:32])[CH2:29][CH2:28][CH:27]4[CH3:26])=[CH:9][C:6]=3[C:7]#[N:8])=[O:11])[CH2:13][CH2:14]2)=[N:19][CH:20]=[C:21]([CH3:25])[CH:22]=1, predict the reactants needed to synthesize it.